The task is: Regression. Given two drug SMILES strings and cell line genomic features, predict the synergy score measuring deviation from expected non-interaction effect.. This data is from NCI-60 drug combinations with 297,098 pairs across 59 cell lines. (1) Drug 1: CC12CCC3C(C1CCC2=O)CC(=C)C4=CC(=O)C=CC34C. Drug 2: CC1=CC2C(CCC3(C2CCC3(C(=O)C)OC(=O)C)C)C4(C1=CC(=O)CC4)C. Cell line: TK-10. Synergy scores: CSS=26.5, Synergy_ZIP=4.77, Synergy_Bliss=5.64, Synergy_Loewe=-12.8, Synergy_HSA=2.15. (2) Drug 1: CS(=O)(=O)C1=CC(=C(C=C1)C(=O)NC2=CC(=C(C=C2)Cl)C3=CC=CC=N3)Cl. Drug 2: C1=CC(=CC=C1CCC2=CNC3=C2C(=O)NC(=N3)N)C(=O)NC(CCC(=O)O)C(=O)O. Cell line: HL-60(TB). Synergy scores: CSS=55.7, Synergy_ZIP=6.91, Synergy_Bliss=6.62, Synergy_Loewe=-8.36, Synergy_HSA=4.49. (3) Drug 1: CC1CCC2CC(C(=CC=CC=CC(CC(C(=O)C(C(C(=CC(C(=O)CC(OC(=O)C3CCCCN3C(=O)C(=O)C1(O2)O)C(C)CC4CCC(C(C4)OC)O)C)C)O)OC)C)C)C)OC. Drug 2: C1CN(P(=O)(OC1)NCCCl)CCCl. Cell line: HOP-62. Synergy scores: CSS=9.03, Synergy_ZIP=-0.638, Synergy_Bliss=0.834, Synergy_Loewe=-6.33, Synergy_HSA=1.52. (4) Drug 1: CN(C)C1=NC(=NC(=N1)N(C)C)N(C)C. Drug 2: N.N.Cl[Pt+2]Cl. Cell line: A498. Synergy scores: CSS=-7.87, Synergy_ZIP=2.45, Synergy_Bliss=1.02, Synergy_Loewe=-4.94, Synergy_HSA=-4.11. (5) Drug 1: COC1=NC(=NC2=C1N=CN2C3C(C(C(O3)CO)O)O)N. Drug 2: CC1=C(C(=CC=C1)Cl)NC(=O)C2=CN=C(S2)NC3=CC(=NC(=N3)C)N4CCN(CC4)CCO. Cell line: HOP-92. Synergy scores: CSS=-2.90, Synergy_ZIP=2.03, Synergy_Bliss=1.86, Synergy_Loewe=-5.08, Synergy_HSA=-3.89. (6) Drug 1: C1CN1C2=NC(=NC(=N2)N3CC3)N4CC4. Drug 2: CN(C)N=NC1=C(NC=N1)C(=O)N. Cell line: IGROV1. Synergy scores: CSS=27.5, Synergy_ZIP=-3.74, Synergy_Bliss=0.476, Synergy_Loewe=2.41, Synergy_HSA=3.62. (7) Drug 1: C1=CN(C(=O)N=C1N)C2C(C(C(O2)CO)O)O.Cl. Drug 2: C1CN1C2=NC(=NC(=N2)N3CC3)N4CC4. Cell line: UACC-257. Synergy scores: CSS=15.3, Synergy_ZIP=-4.24, Synergy_Bliss=-1.89, Synergy_Loewe=-0.747, Synergy_HSA=-0.605.